From a dataset of NCI-60 drug combinations with 297,098 pairs across 59 cell lines. Regression. Given two drug SMILES strings and cell line genomic features, predict the synergy score measuring deviation from expected non-interaction effect. (1) Drug 1: COC1=C(C=C2C(=C1)N=CN=C2NC3=CC(=C(C=C3)F)Cl)OCCCN4CCOCC4. Drug 2: CC12CCC3C(C1CCC2OP(=O)(O)O)CCC4=C3C=CC(=C4)OC(=O)N(CCCl)CCCl.[Na+]. Cell line: HOP-92. Synergy scores: CSS=16.4, Synergy_ZIP=-0.797, Synergy_Bliss=-1.78, Synergy_Loewe=-23.8, Synergy_HSA=-1.67. (2) Drug 1: CCC1(CC2CC(C3=C(CCN(C2)C1)C4=CC=CC=C4N3)(C5=C(C=C6C(=C5)C78CCN9C7C(C=CC9)(C(C(C8N6C=O)(C(=O)OC)O)OC(=O)C)CC)OC)C(=O)OC)O.OS(=O)(=O)O. Drug 2: CC1C(C(CC(O1)OC2CC(CC3=C2C(=C4C(=C3O)C(=O)C5=CC=CC=C5C4=O)O)(C(=O)C)O)N)O. Cell line: UACC-257. Synergy scores: CSS=53.5, Synergy_ZIP=9.68, Synergy_Bliss=13.8, Synergy_Loewe=12.5, Synergy_HSA=14.2. (3) Drug 1: C#CCC(CC1=CN=C2C(=N1)C(=NC(=N2)N)N)C3=CC=C(C=C3)C(=O)NC(CCC(=O)O)C(=O)O. Drug 2: CN(CC1=CN=C2C(=N1)C(=NC(=N2)N)N)C3=CC=C(C=C3)C(=O)NC(CCC(=O)O)C(=O)O. Cell line: HT29. Synergy scores: CSS=59.5, Synergy_ZIP=2.74, Synergy_Bliss=0.302, Synergy_Loewe=2.18, Synergy_HSA=2.31. (4) Cell line: HCT-15. Drug 1: C1=C(C(=O)NC(=O)N1)N(CCCl)CCCl. Synergy scores: CSS=44.6, Synergy_ZIP=-0.400, Synergy_Bliss=0.0280, Synergy_Loewe=4.68, Synergy_HSA=5.98. Drug 2: CC1C(C(CC(O1)OC2CC(CC3=C2C(=C4C(=C3O)C(=O)C5=C(C4=O)C(=CC=C5)OC)O)(C(=O)CO)O)N)O.Cl. (5) Drug 1: CC1CCC2CC(C(=CC=CC=CC(CC(C(=O)C(C(C(=CC(C(=O)CC(OC(=O)C3CCCCN3C(=O)C(=O)C1(O2)O)C(C)CC4CCC(C(C4)OC)OCCO)C)C)O)OC)C)C)C)OC. Drug 2: N.N.Cl[Pt+2]Cl. Cell line: UO-31. Synergy scores: CSS=52.3, Synergy_ZIP=-2.98, Synergy_Bliss=0.0944, Synergy_Loewe=-14.4, Synergy_HSA=0.973. (6) Drug 1: CS(=O)(=O)C1=CC(=C(C=C1)C(=O)NC2=CC(=C(C=C2)Cl)C3=CC=CC=N3)Cl. Drug 2: C1CCN(CC1)CCOC2=CC=C(C=C2)C(=O)C3=C(SC4=C3C=CC(=C4)O)C5=CC=C(C=C5)O. Cell line: OVCAR-4. Synergy scores: CSS=3.43, Synergy_ZIP=-0.660, Synergy_Bliss=3.13, Synergy_Loewe=1.68, Synergy_HSA=1.29. (7) Drug 1: C1CCC(CC1)NC(=O)N(CCCl)N=O. Drug 2: C1CCC(C(C1)N)N.C(=O)(C(=O)[O-])[O-].[Pt+4]. Cell line: NCI-H460. Synergy scores: CSS=6.45, Synergy_ZIP=-4.62, Synergy_Bliss=-4.69, Synergy_Loewe=-7.23, Synergy_HSA=-4.94. (8) Drug 1: CS(=O)(=O)OCCCCOS(=O)(=O)C. Drug 2: CC1=C(C(=O)C2=C(C1=O)N3CC4C(C3(C2COC(=O)N)OC)N4)N. Cell line: NCI-H522. Synergy scores: CSS=44.0, Synergy_ZIP=-4.41, Synergy_Bliss=-1.88, Synergy_Loewe=-62.0, Synergy_HSA=-1.10.